This data is from Full USPTO retrosynthesis dataset with 1.9M reactions from patents (1976-2016). The task is: Predict the reactants needed to synthesize the given product. Given the product [CH3:16][S:13]([N:11]1[CH2:10][CH2:9][C:7]2[N:8]=[C:3]([OH:2])[N:4]=[CH:5][C:6]=2[CH2:12]1)(=[O:14])=[O:15], predict the reactants needed to synthesize it. The reactants are: C[O:2][C:3]1[N:4]=[CH:5][C:6]2[CH2:12][N:11]([S:13]([CH3:16])(=[O:15])=[O:14])[CH2:10][CH2:9][C:7]=2[N:8]=1.